This data is from Forward reaction prediction with 1.9M reactions from USPTO patents (1976-2016). The task is: Predict the product of the given reaction. (1) Given the reactants C[O:2][C:3](=[O:33])[CH2:4][CH2:5][C:6]1[CH:11]=[CH:10][C:9]([O:12][CH:13]([C:15]2[O:19][C:18]([C:20]3[CH:25]=[CH:24][C:23]([C:26]([F:29])([F:28])[F:27])=[CH:22][CH:21]=3)=[N:17][C:16]=2[CH2:30][CH3:31])[CH3:14])=[CH:8][C:7]=1[CH3:32].[OH-].[Na+].C1COCC1, predict the reaction product. The product is: [CH2:30]([C:16]1[N:17]=[C:18]([C:20]2[CH:25]=[CH:24][C:23]([C:26]([F:27])([F:28])[F:29])=[CH:22][CH:21]=2)[O:19][C:15]=1[CH:13]([O:12][C:9]1[CH:10]=[CH:11][C:6]([CH2:5][CH2:4][C:3]([OH:33])=[O:2])=[C:7]([CH3:32])[CH:8]=1)[CH3:14])[CH3:31]. (2) The product is: [CH3:1][O:2][C:3](=[O:32])[CH2:4][C:6]1[C:14]2[C:9](=[CH:10][CH:11]=[CH:12][CH:13]=2)[NH:8][C:7]=1[C:15]1[CH:20]=[CH:19][C:18]([Cl:21])=[C:17]([NH:22][S:23]([C:26]2[CH:31]=[CH:30][CH:29]=[CH:28][CH:27]=2)(=[O:25])=[O:24])[CH:16]=1. Given the reactants [CH3:1][O:2][C:3](=[O:32])[C:4]([C:6]1[C:14]2[C:9](=[CH:10][CH:11]=[CH:12][CH:13]=2)[NH:8][C:7]=1[C:15]1[CH:20]=[CH:19][C:18]([Cl:21])=[C:17]([NH:22][S:23]([C:26]2[CH:31]=[CH:30][CH:29]=[CH:28][CH:27]=2)(=[O:25])=[O:24])[CH:16]=1)=O.C([SiH](CC)CC)C, predict the reaction product. (3) Given the reactants Cl[C:2]([O:4][CH2:5][Cl:6])=[O:3].S(C1C=CC(C)=CC=1)(O)(=O)=O.[CH2:18]([O:25][C:26](=[O:40])[C@H:27]([CH2:29][C:30]([O:32][CH2:33][C:34]1[CH:39]=[CH:38][CH:37]=[CH:36][CH:35]=1)=[O:31])[NH2:28])[C:19]1[CH:24]=[CH:23][CH:22]=[CH:21][CH:20]=1.CCN(CC)CC, predict the reaction product. The product is: [CH2:18]([O:25][C:26](=[O:40])[C@@H:27]([NH:28][C:2]([O:4][CH2:5][Cl:6])=[O:3])[CH2:29][C:30]([O:32][CH2:33][C:34]1[CH:39]=[CH:38][CH:37]=[CH:36][CH:35]=1)=[O:31])[C:19]1[CH:20]=[CH:21][CH:22]=[CH:23][CH:24]=1. (4) Given the reactants [N:1]1([C:7]2[N:8]=[C:9]([CH2:14][C:15]([O-:17])=O)[NH:10][C:11](=[O:13])[CH:12]=2)[CH2:6][CH2:5][O:4][CH2:3][CH2:2]1.[Na+].[F:19][C:20]1[CH:21]=[C:22]([CH:24]=[CH:25][C:26]=1[F:27])[NH2:23], predict the reaction product. The product is: [F:19][C:20]1[CH:21]=[C:22]([NH:23][C:15](=[O:17])[CH2:14][C:9]2[NH:10][C:11](=[O:13])[CH:12]=[C:7]([N:1]3[CH2:2][CH2:3][O:4][CH2:5][CH2:6]3)[N:8]=2)[CH:24]=[CH:25][C:26]=1[F:27]. (5) Given the reactants [CH3:1][N:2]1[CH:7]=[C:6](B2OC(C)(C)C(C)(C)O2)[CH:5]=[C:4]([CH3:17])[C:3]1=[O:18].Br[C:20]1[CH:25]=[C:24]([S:26]([CH3:29])(=[O:28])=[O:27])[CH:23]=[CH:22][C:21]=1[F:30].[F-].[Cs+], predict the reaction product. The product is: [F:30][C:21]1[CH:20]=[CH:25][C:24]([S:26]([CH3:29])(=[O:28])=[O:27])=[CH:23][C:22]=1[C:6]1[CH:5]=[C:4]([CH3:17])[C:3](=[O:18])[N:2]([CH3:1])[CH:7]=1. (6) Given the reactants Cl[CH2:2][CH2:3][O:4][C:5]1[C:13]2[C:8](=[N:9][CH:10]=[N:11][C:12]=2[NH:14][C:15]2[CH:20]=[CH:19][C:18]([O:21][CH2:22][C:23]3[CH:28]=[CH:27][CH:26]=[CH:25][N:24]=3)=[C:17]([Cl:29])[CH:16]=2)[NH:7][N:6]=1.[NH:30]1[CH2:34][CH2:33][CH2:32][C@@H:31]1[CH2:35][OH:36], predict the reaction product. The product is: [Cl:29][C:17]1[CH:16]=[C:15]([NH:14][C:12]2[N:11]=[CH:10][N:9]=[C:8]3[NH:7][N:6]=[C:5]([O:4][CH2:3][CH2:2][N:30]4[CH2:34][CH2:33][CH2:32][C@@H:31]4[CH2:35][OH:36])[C:13]=23)[CH:20]=[CH:19][C:18]=1[O:21][CH2:22][C:23]1[CH:28]=[CH:27][CH:26]=[CH:25][N:24]=1.